This data is from Forward reaction prediction with 1.9M reactions from USPTO patents (1976-2016). The task is: Predict the product of the given reaction. (1) Given the reactants [F:1][C:2]1[CH:9]=[CH:8][CH:7]=[C:6]([F:10])[C:3]=1[CH2:4]O.NC(N)=S.Cl.C(=O)([O-])[O-].[K+].[K+].C[S:23]([C:26]1[CH2:30][C:29]([CH3:32])([CH3:31])[O:28][N:27]=1)(=O)=O, predict the reaction product. The product is: [F:1][C:2]1[CH:9]=[CH:8][CH:7]=[C:6]([F:10])[C:3]=1[CH2:4][S:23][C:26]1[CH2:30][C:29]([CH3:32])([CH3:31])[O:28][N:27]=1. (2) The product is: [Cl:10][C:6]1[C:7]([CH:8]=[O:9])=[C:2]([NH:16][CH:13]([CH3:15])[CH3:14])[N:3]=[C:4]([S:11][CH3:12])[N:5]=1. Given the reactants Cl[C:2]1[C:7]([CH:8]=[O:9])=[C:6]([Cl:10])[N:5]=[C:4]([S:11][CH3:12])[N:3]=1.[CH:13]([NH2:16])([CH3:15])[CH3:14], predict the reaction product.